Task: Predict the reactants needed to synthesize the given product.. Dataset: Full USPTO retrosynthesis dataset with 1.9M reactions from patents (1976-2016) (1) Given the product [Cl:15][C:11]1[C:12]([C:13]([Cl:4])=[O:14])=[C:7]([Cl:6])[N:8]=[C:9]([CH3:16])[N:10]=1, predict the reactants needed to synthesize it. The reactants are: S(Cl)([Cl:4])(=O)=O.[Cl:6][C:7]1[C:12]([CH:13]=[O:14])=[C:11]([Cl:15])[N:10]=[C:9]([CH3:16])[N:8]=1. (2) Given the product [CH:50]1[C:51]2[C:56](=[CH:55][CH:54]=[CH:53][CH:52]=2)[CH:57]=[CH:58][C:49]=1[C:45]1[CH:44]=[C:43]([C:36]2[C:35]3[C:30](=[CH:31][CH:32]=[CH:33][CH:34]=3)[C:29]([C:2]3[CH:3]=[C:4]([N:8]4[C:16]5[CH:15]=[CH:14][CH:13]=[CH:12][C:11]=5[C:10]5[N:17]=[CH:18][CH:19]=[CH:20][C:9]4=5)[CH:5]=[CH:6][CH:7]=3)=[C:42]3[C:37]=2[CH:38]=[CH:39][CH:40]=[CH:41]3)[CH:48]=[CH:47][CH:46]=1, predict the reactants needed to synthesize it. The reactants are: Br[C:2]1[CH:3]=[C:4]([N:8]2[C:16]3[CH:15]=[CH:14][CH:13]=[CH:12][C:11]=3[C:10]3[N:17]=[CH:18][CH:19]=[CH:20][C:9]2=3)[CH:5]=[CH:6][CH:7]=1.CC1(C)C(C)(C)OB([C:29]2[C:30]3[C:35]([C:36]([C:43]4[CH:48]=[CH:47][CH:46]=[C:45]([C:49]5[CH:58]=[CH:57][C:56]6[C:51](=[CH:52][CH:53]=[CH:54][CH:55]=6)[CH:50]=5)[CH:44]=4)=[C:37]4[C:42]=2[CH:41]=[CH:40][CH:39]=[CH:38]4)=[CH:34][CH:33]=[CH:32][CH:31]=3)O1.C(=O)([O-])[O-].[Na+].[Na+]. (3) Given the product [CH2:52]([NH:51][C:50]([C@H:48]([CH3:49])[CH2:47][C@H:46]([OH:57])[C@@H:22]([NH:21][CH:14]=[O:17])[CH2:23][C@@H:24]([CH:43]([CH3:45])[CH3:44])[CH2:25][NH:26][C:27](=[O:42])[C:28]1[CH:33]=[CH:32][CH:31]=[C:30]([O:34][CH3:35])[C:29]=1[O:36][CH2:37][CH2:38][CH2:39][O:40][CH3:41])=[O:56])[CH2:53][CH2:54][CH3:55], predict the reactants needed to synthesize it. The reactants are: C(N(CC)CC)C.[N+](C1C=C[C:14]([O:17]C=O)=CC=1)([O-])=O.Cl.[NH2:21][C@H:22]([C@@H:46]([OH:57])[CH2:47][C@H:48]([C:50](=[O:56])[NH:51][CH2:52][CH2:53][CH2:54][CH3:55])[CH3:49])[CH2:23][C@@H:24]([CH:43]([CH3:45])[CH3:44])[CH2:25][NH:26][C:27](=[O:42])[C:28]1[CH:33]=[CH:32][CH:31]=[C:30]([O:34][CH3:35])[C:29]=1[O:36][CH2:37][CH2:38][CH2:39][O:40][CH3:41].